Dataset: Reaction yield outcomes from USPTO patents with 853,638 reactions. Task: Predict the reaction yield, written as a fraction of the theoretical maximum amount of product (1.0 means a 100% yield; for example, 0.34 means a 34% yield). (1) The catalyst is CO. The product is [Cl:33][C:2]([Cl:1])([Cl:34])[CH2:3][O:4][C:5](=[O:32])[NH:6][C:7]1[N:8]([C:16]2[CH:21]=[CH:20][CH:19]=[C:18]([O:22][CH2:23][CH2:24][OH:25])[CH:17]=2)[N:9]=[C:10]([C:12]([CH3:15])([CH3:14])[CH3:13])[CH:11]=1. The reactants are [Cl:1][C:2]([Cl:34])([Cl:33])[CH2:3][O:4][C:5](=[O:32])[NH:6][C:7]1[N:8]([C:16]2[CH:21]=[CH:20][CH:19]=[C:18]([O:22][CH2:23][CH2:24][O:25]C3CCCCO3)[CH:17]=2)[N:9]=[C:10]([C:12]([CH3:15])([CH3:14])[CH3:13])[CH:11]=1.C1(C)C=CC(S([O-])(=O)=O)=CC=1.[NH+]1C=CC=CC=1. The yield is 0.990. (2) The reactants are [C:1]([N:4]1[C:13]2[C:8](=[CH:9][C:10]([C:15]([O:17][CH3:18])=[O:16])=[C:11]([F:14])[CH:12]=2)[C@H:7]([NH:19]C(OCC2C=CC=CC=2)=O)[C@@H:6]([CH3:30])[C@@H:5]1[CH:31]1[CH2:33][CH2:32]1)(=[O:3])[CH3:2]. The catalyst is [Pd].C(O)C. The product is [C:1]([N:4]1[C:13]2[C:8](=[CH:9][C:10]([C:15]([O:17][CH3:18])=[O:16])=[C:11]([F:14])[CH:12]=2)[C@H:7]([NH2:19])[C@@H:6]([CH3:30])[C@@H:5]1[CH:31]1[CH2:32][CH2:33]1)(=[O:3])[CH3:2]. The yield is 0.240. (3) The reactants are Cl.[C:2]([O:6][CH2:7][C@@H:8]([C:10]([O:12][CH3:13])=[O:11])[NH2:9])([CH3:5])([CH3:4])[CH3:3].C(O)(=O)C.[CH:18](=O)[C:19]1[CH:24]=[CH:23][CH:22]=[CH:21][CH:20]=1.C([BH3-])#N.[Na+]. The catalyst is CO. The product is [CH2:18]([NH:9][C@H:8]([C:10]([O:12][CH3:13])=[O:11])[CH2:7][O:6][C:2]([CH3:5])([CH3:4])[CH3:3])[C:19]1[CH:24]=[CH:23][CH:22]=[CH:21][CH:20]=1. The yield is 0.520. (4) The yield is 0.160. The product is [C:1]([C:5]1[O:9][N:8]=[C:7]([NH:10][C:11]([NH:13][C:14]2[CH:19]=[CH:18][CH:17]=[C:16]([O:20][C:21]3[C:30]4[C:25](=[CH:26][C:27]([O:33][CH2:34][CH2:35][CH2:36][N:38]5[CH2:42][CH2:41][C@@H:40]([OH:43])[CH2:39]5)=[C:28]([O:31][CH3:32])[CH:29]=4)[N:24]=[CH:23][N:22]=3)[CH:15]=2)=[O:12])[CH:6]=1)([CH3:4])([CH3:3])[CH3:2]. The catalyst is [I-].C([N+](CCCC)(CCCC)CCCC)CCC.CN(C=O)C. The reactants are [C:1]([C:5]1[O:9][N:8]=[C:7]([NH:10][C:11]([NH:13][C:14]2[CH:19]=[CH:18][CH:17]=[C:16]([O:20][C:21]3[C:30]4[C:25](=[CH:26][C:27]([O:33][CH2:34][CH2:35][CH2:36]Cl)=[C:28]([O:31][CH3:32])[CH:29]=4)[N:24]=[CH:23][N:22]=3)[CH:15]=2)=[O:12])[CH:6]=1)([CH3:4])([CH3:3])[CH3:2].[NH:38]1[CH2:42][CH2:41][C@@H:40]([OH:43])[CH2:39]1.CCN(C(C)C)C(C)C.O. (5) The catalyst is Cl.CCO. The yield is 0.240. The reactants are [CH:1]([C:3]1[C:11]2[C:6](=[CH:7][CH:8]=[C:9]([O:12][CH3:13])[CH:10]=2)[N:5]([CH2:14][CH2:15][CH2:16][C:17]#[N:18])[C:4]=1[C:19]1[C:20]([CH3:26])=[N:21][N:22]([CH3:25])[C:23]=1[CH3:24])=O.[CH3:27][NH:28][C:29]([NH:31][C:32]1[CH:33]=[CH:34][C:35]2[O:39][CH2:38][C:37](=[O:40])[C:36]=2[CH:41]=1)=[O:30].CCOC(C)=O. The product is [C:17]([CH2:16][CH2:15][CH2:14][N:5]1[C:6]2[C:11](=[CH:10][C:9]([O:12][CH3:13])=[CH:8][CH:7]=2)[C:3](/[CH:1]=[C:38]2\[O:39][C:35]3[CH:34]=[CH:33][C:32]([NH:31][C:29]([NH:28][CH3:27])=[O:30])=[CH:41][C:36]=3[C:37]\2=[O:40])=[C:4]1[C:19]1[C:20]([CH3:26])=[N:21][N:22]([CH3:25])[C:23]=1[CH3:24])#[N:18]. (6) The reactants are Cl[C:2]1[N:7]=[C:6]([Cl:8])[N:5]=[C:4]([Cl:9])[N:3]=1.[Cl:10][C:11]1[CH:16]=[CH:15][CH:14]=[C:13]([Cl:17])[C:12]=1[NH2:18].C([O-])([O-])=O.[K+].[K+]. The catalyst is O1CCOCC1. The product is [Cl:10][C:11]1[CH:16]=[CH:15][CH:14]=[C:13]([Cl:17])[C:12]=1[NH:18][C:2]1[N:7]=[C:6]([Cl:8])[N:5]=[C:4]([Cl:9])[N:3]=1. The yield is 0.912. (7) The reactants are [CH3:1][O:2][C:3]1[CH:4]=[C:5]([NH:11][C:12]2[C:13]([NH:22][S:23]([C:26]3[CH:27]=[N:28][CH:29]=[CH:30][CH:31]=3)(=[O:25])=[O:24])=[N:14][C:15]3[C:20]([N:21]=2)=[CH:19][CH:18]=[CH:17][CH:16]=3)[CH:6]=[C:7]([O:9][CH3:10])[CH:8]=1.CS(C)=[O:34].[OH-].[Na+].Cl. The catalyst is O. The product is [CH3:10][O:9][C:7]1[CH:6]=[C:5]([NH:11][C:12]2[C:13]([NH:22][S:23]([C:26]3[CH:31]=[CH:30][C:29](=[O:34])[NH:28][CH:27]=3)(=[O:24])=[O:25])=[N:14][C:15]3[C:20]([N:21]=2)=[CH:19][CH:18]=[CH:17][CH:16]=3)[CH:4]=[C:3]([O:2][CH3:1])[CH:8]=1. The yield is 0.900. (8) The reactants are O[CH:2]([C:6]1[C:7]([CH3:19])=[C:8]2[C:12](=[CH:13][C:14]=1[CH3:15])[N:11]([C:16](=[O:18])[CH3:17])[CH2:10][CH2:9]2)[C:3]([OH:5])=[O:4].P(O)(O)O.[I-].[K+].O. The catalyst is C(O)(=O)C. The product is [C:16]([N:11]1[C:12]2[C:8](=[C:7]([CH3:19])[C:6]([CH2:2][C:3]([OH:5])=[O:4])=[C:14]([CH3:15])[CH:13]=2)[CH2:9][CH2:10]1)(=[O:18])[CH3:17]. The yield is 0.850.